This data is from Peptide-MHC class I binding affinity with 185,985 pairs from IEDB/IMGT. The task is: Regression. Given a peptide amino acid sequence and an MHC pseudo amino acid sequence, predict their binding affinity value. This is MHC class I binding data. (1) The peptide sequence is GSEDRDLLY. The MHC is HLA-A01:01 with pseudo-sequence HLA-A01:01. The binding affinity (normalized) is 0.653. (2) The peptide sequence is ATAKAAAAY. The MHC is HLA-A24:02 with pseudo-sequence HLA-A24:02. The binding affinity (normalized) is 0.149. (3) The peptide sequence is PLERFAELV. The MHC is HLA-A02:01 with pseudo-sequence HLA-A02:01. The binding affinity (normalized) is 0. (4) The peptide sequence is EHAGVISVL. The MHC is HLA-A03:01 with pseudo-sequence HLA-A03:01. The binding affinity (normalized) is 0.0847.